From a dataset of Catalyst prediction with 721,799 reactions and 888 catalyst types from USPTO. Predict which catalyst facilitates the given reaction. (1) Reactant: [Cl:1][C:2]1[CH:7]=[CH:6][N:5]2[N:8]=[CH:9][C:10]([C:11](Cl)=[O:12])=[C:4]2[N:3]=1.Cl.[NH2:15][C@@H:16]([C:21]1[CH:26]=[CH:25][C:24]([O:27][C:28]([F:31])([F:30])[F:29])=[CH:23][CH:22]=1)[C:17]([CH3:20])([OH:19])[CH3:18].C(#N)C.C(N(CC)CC)C. Product: [Cl:1][C:2]1[CH:7]=[CH:6][N:5]2[N:8]=[CH:9][C:10]([C:11]([NH:15][C@@H:16]([C:21]3[CH:26]=[CH:25][C:24]([O:27][C:28]([F:29])([F:30])[F:31])=[CH:23][CH:22]=3)[C:17]([OH:19])([CH3:20])[CH3:18])=[O:12])=[C:4]2[N:3]=1. The catalyst class is: 6. (2) Reactant: Br[C:2]1[N:6]2[CH2:7][CH2:8][N:9]([CH3:12])[C:10](=[O:11])[C:5]2=[C:4]([O:13][CH3:14])[C:3]=1[C:15]([O:17][CH2:18][CH3:19])=[O:16].[Li]CCCC.CCCCCC.[N:31]1[CH:36]=[CH:35][N:34]=[CH:33][C:32]=1[C:37](OC)=[O:38].Cl. Product: [CH3:14][O:13][C:4]1[C:3]([C:15]([O:17][CH2:18][CH3:19])=[O:16])=[C:2]([C:37]([C:32]2[CH:33]=[N:34][CH:35]=[CH:36][N:31]=2)=[O:38])[N:6]2[CH2:7][CH2:8][N:9]([CH3:12])[C:10](=[O:11])[C:5]=12. The catalyst class is: 1. (3) Reactant: C(=O)([O-])[O-].[K+].[K+].[CH2:7](I)[CH3:8].[OH:10][C:11]1[CH:20]=[CH:19][C:14]2[S:15][C:16](=[O:18])[O:17][C:13]=2[CH:12]=1.O. Product: [CH2:7]([O:10][C:11]1[CH:20]=[CH:19][C:14]2[S:15][C:16](=[O:18])[O:17][C:13]=2[CH:12]=1)[CH3:8]. The catalyst class is: 9. (4) Reactant: [S:1]1[C:5]2[CH:6]=[CH:7][CH:8]=[CH:9][C:4]=2[N:3]=[C:2]1[NH:10][C:11]([C:13]1[CH:14]=[CH:15][CH:16]=[C:17]2[C:22]=1[CH2:21][N:20]([C:23]1[S:24][C:25]([CH2:31][CH2:32][CH2:33][O:34][C:35]3[CH:40]=[CH:39][C:38]([NH:41]C(OC(C)(C)C)=O)=[CH:37][CH:36]=3)=[C:26]([C:28]([OH:30])=[O:29])[N:27]=1)[CH2:19][CH2:18]2)=[O:12].C(O)(C(F)(F)F)=O. The catalyst class is: 5. Product: [NH2:41][C:38]1[CH:37]=[CH:36][C:35]([O:34][CH2:33][CH2:32][CH2:31][C:25]2[S:24][C:23]([N:20]3[CH2:19][CH2:18][C:17]4[C:22](=[C:13]([C:11](=[O:12])[NH:10][C:2]5[S:1][C:5]6[CH:6]=[CH:7][CH:8]=[CH:9][C:4]=6[N:3]=5)[CH:14]=[CH:15][CH:16]=4)[CH2:21]3)=[N:27][C:26]=2[C:28]([OH:30])=[O:29])=[CH:40][CH:39]=1.